This data is from Forward reaction prediction with 1.9M reactions from USPTO patents (1976-2016). The task is: Predict the product of the given reaction. (1) Given the reactants O[CH2:2][C:3]1[N:7]([C:8]2[CH:9]=[C:10]([C:14]3[CH2:20][C:19](=[O:21])[NH:18][C:17]4[CH:22]=[C:23]([C:32]([F:35])([F:34])[F:33])[C:24]([N:26]([CH2:28][CH:29]([CH3:31])[CH3:30])[CH3:27])=[CH:25][C:16]=4[N:15]=3)[CH:11]=[CH:12][CH:13]=2)[N:6]=[N:5][CH:4]=1.S(Cl)(Cl)=O.[Cl-].[CH3:41][NH:42][CH3:43], predict the reaction product. The product is: [CH3:41][N:42]([CH2:2][C:3]1[N:7]([C:8]2[CH:9]=[C:10]([C:14]3[CH2:20][C:19](=[O:21])[NH:18][C:17]4[CH:22]=[C:23]([C:32]([F:33])([F:35])[F:34])[C:24]([N:26]([CH2:28][CH:29]([CH3:30])[CH3:31])[CH3:27])=[CH:25][C:16]=4[N:15]=3)[CH:11]=[CH:12][CH:13]=2)[N:6]=[N:5][CH:4]=1)[CH3:43]. (2) Given the reactants [C:12]([O:11][C:9](O[C:9]([O:11][C:12]([CH3:15])([CH3:14])[CH3:13])=[O:10])=[O:10])([CH3:15])([CH3:14])[CH3:13].[Cl:16][C:17]1[NH:18][C:19]2[CH:25]=[CH:24][CH:23]=[CH:22][C:20]=2[N:21]=1.C(N(CC)CC)C, predict the reaction product. The product is: [C:12]([O:11][C:9]([N:18]1[C:19]2[CH:25]=[CH:24][CH:23]=[CH:22][C:20]=2[N:21]=[C:17]1[Cl:16])=[O:10])([CH3:13])([CH3:14])[CH3:15]. (3) Given the reactants [Br:1][C:2]1[C:3]([N:18]2[CH2:23][CH2:22][C:21]([CH2:25][CH3:26])([CH3:24])[CH2:20][CH2:19]2)=[C:4]([C@H:10]([OH:17])[C:11]([O:13][CH:14]([CH3:16])[CH3:15])=[O:12])[C:5]([CH3:9])=[N:6][C:7]=1[CH3:8], predict the reaction product. The product is: [Br:1][C:2]1[C:3]([N:18]2[CH2:23][CH2:22][C:21]([CH2:25][CH3:26])([CH3:24])[CH2:20][CH2:19]2)=[C:4]([C@H:10]([O:17][C:4]([CH3:10])([CH3:5])[CH3:3])[C:11]([O:13][CH:14]([CH3:16])[CH3:15])=[O:12])[C:5]([CH3:9])=[N:6][C:7]=1[CH3:8]. (4) Given the reactants [OH:1][C:2]1[CH:7]=[CH:6][C:5]([C:8]2[C:12]3[CH:13]=[C:14]([CH2:17][O:18][C:19]4[CH:24]=[CH:23][C:22]([C@@H:25]([C:32]#[C:33][CH3:34])[CH2:26][C:27]([O:29][CH2:30][CH3:31])=[O:28])=[CH:21][CH:20]=4)[CH:15]=[CH:16][C:11]=3[S:10][CH:9]=2)=[C:4]([CH3:35])[CH:3]=1.CC1C=CC(S(O[CH2:47][CH:48]2[CH2:53][CH2:52][S:51](=[O:55])(=[O:54])[CH2:50][CH2:49]2)(=O)=O)=CC=1.C([O-])([O-])=O.[Cs+].[Cs+].O, predict the reaction product. The product is: [O:54]=[S:51]1(=[O:55])[CH2:52][CH2:53][CH:48]([CH2:47][O:1][C:2]2[CH:7]=[CH:6][C:5]([C:8]3[C:12]4[CH:13]=[C:14]([CH2:17][O:18][C:19]5[CH:24]=[CH:23][C:22]([C@@H:25]([C:32]#[C:33][CH3:34])[CH2:26][C:27]([O:29][CH2:30][CH3:31])=[O:28])=[CH:21][CH:20]=5)[CH:15]=[CH:16][C:11]=4[S:10][CH:9]=3)=[C:4]([CH3:35])[CH:3]=2)[CH2:49][CH2:50]1. (5) Given the reactants [CH3:1][C:2]1[CH:3]=[C:4]([CH2:29][OH:30])[C:5]([CH2:21][O:22][CH:23]2[CH2:28][CH2:27][CH2:26][CH2:25][O:24]2)=[C:6]2[C:10]=1[N:9]([S:11]([C:14]1[CH:20]=[CH:19][C:17]([CH3:18])=[CH:16][CH:15]=1)(=[O:13])=[O:12])[CH:8]=[CH:7]2.N1C=CN=C1.[CH3:36][CH:37]([Si:39](Cl)([CH:43]([CH3:45])[CH3:44])[CH:40]([CH3:42])[CH3:41])[CH3:38], predict the reaction product. The product is: [CH3:1][C:2]1[CH:3]=[C:4]([CH2:29][O:30][Si:39]([CH:43]([CH3:45])[CH3:44])([CH:40]([CH3:42])[CH3:41])[CH:37]([CH3:38])[CH3:36])[C:5]([CH2:21][O:22][CH:23]2[CH2:28][CH2:27][CH2:26][CH2:25][O:24]2)=[C:6]2[C:10]=1[N:9]([S:11]([C:14]1[CH:15]=[CH:16][C:17]([CH3:18])=[CH:19][CH:20]=1)(=[O:13])=[O:12])[CH:8]=[CH:7]2. (6) Given the reactants [OH:1][B:2]1[C:6]2[CH:7]=[C:8]([NH:11][S:12]([C:15]3[N:20]=[CH:19][C:18]([NH:21]C(=O)OCC4C=CC=CC=4)=[CH:17][C:16]=3[NH:32][C:33]3[N:38]=[CH:37][CH:36]=[CH:35][N:34]=3)(=[O:14])=[O:13])[CH:9]=[CH:10][C:5]=2[CH2:4][O:3]1, predict the reaction product. The product is: [NH2:21][C:18]1[CH:17]=[C:16]([NH:32][C:33]2[N:34]=[CH:35][CH:36]=[CH:37][N:38]=2)[C:15]([S:12]([NH:11][C:8]2[CH:9]=[CH:10][C:5]3[CH2:4][O:3][B:2]([OH:1])[C:6]=3[CH:7]=2)(=[O:13])=[O:14])=[N:20][CH:19]=1.